Dataset: Full USPTO retrosynthesis dataset with 1.9M reactions from patents (1976-2016). Task: Predict the reactants needed to synthesize the given product. (1) The reactants are: [NH2:1][C:2]1[CH:17]=[C:16]([O:18][CH3:19])[CH:15]=[CH:14][C:3]=1[C:4]([NH:6][C:7]1[CH:12]=[CH:11][C:10]([Cl:13])=[CH:9][CH:8]=1)=[O:5].[C:20](Cl)(Cl)=[O:21]. Given the product [Cl:13][C:10]1[CH:9]=[CH:8][C:7]([N:6]2[C:4](=[O:5])[C:3]3[C:2](=[CH:17][C:16]([O:18][CH3:19])=[CH:15][CH:14]=3)[NH:1][C:20]2=[O:21])=[CH:12][CH:11]=1, predict the reactants needed to synthesize it. (2) Given the product [Br:10][C:11]1[CH:16]=[C:15]([C:17]([F:7])([CH3:19])[CH3:18])[C:14]([O:21][CH3:22])=[C:13]([N:23]([CH3:25])[CH3:24])[CH:12]=1, predict the reactants needed to synthesize it. The reactants are: C(N(S(F)(F)[F:7])CC)C.[Br:10][C:11]1[CH:12]=[C:13]([N:23]([CH3:25])[CH3:24])[C:14]([O:21][CH3:22])=[C:15]([C:17](O)([CH3:19])[CH3:18])[CH:16]=1.O. (3) Given the product [Cl:1][C:2]1[CH:3]=[CH:4][C:5]([O:25][CH2:26][C:27]2[CH:28]=[CH:29][C:30]([F:33])=[CH:31][C:32]=2[F:34])=[C:6]([C:8]2[CH2:13][CH2:12][CH2:11][CH2:10][C:9]=2[C:14]2[N:19]=[C:18]([C:20]([O:22][CH2:23][CH3:24])=[O:21])[CH:17]=[CH:16][CH:15]=2)[CH:7]=1, predict the reactants needed to synthesize it. The reactants are: [Cl:1][C:2]1[CH:3]=[CH:4][C:5]([O:25][CH2:26][C:27]2[CH:32]=[CH:31][C:30]([F:33])=[CH:29][CH:28]=2)=[C:6]([C:8]2[CH2:13][CH2:12][CH2:11][CH2:10][C:9]=2[C:14]2[N:19]=[C:18]([C:20]([O:22][CH2:23][CH3:24])=[O:21])[CH:17]=[CH:16][CH:15]=2)[CH:7]=1.[F:34]C1C=C(F)C=CC=1CBr.